Dataset: Full USPTO retrosynthesis dataset with 1.9M reactions from patents (1976-2016). Task: Predict the reactants needed to synthesize the given product. (1) Given the product [Cl:10][C:7]1[N:6]=[C:5]([C:11]2[NH:12][C:13]3[C:18]([CH:19]=2)=[C:17]([F:20])[CH:16]=[CH:15][CH:14]=3)[C:38]([CH2:37][CH:36]([OH:25])[CH2:40][OH:39])=[CH:9][CH:8]=1, predict the reactants needed to synthesize it. The reactants are: C(C1[C:5]([C:11]2[NH:12][C:13]3[C:18]([CH:19]=2)=[C:17]([F:20])[CH:16]=[CH:15][CH:14]=3)=[N:6][C:7]([Cl:10])=[CH:8][CH:9]=1)C=C.C[N+]1([O-])CC[O:25]CC1.[O-]S([O-])(=S)=O.[Na+].[Na+].[CH2:36]1[CH2:40][O:39][CH2:38][CH2:37]1. (2) Given the product [C:1]([C:5]1[O:9][N:8]=[C:7]([NH:10][C:11]([NH:12][C:13]2[CH:45]=[CH:44][CH:43]=[C:15]([O:16][C:17]3[C:26]4[C:21](=[CH:22][C:23]([O:29][CH:30]5[CH2:35][CH2:34][NH:33][CH2:32][CH2:31]5)=[C:24]([O:27][CH3:28])[CH:25]=4)[N:20]=[CH:19][N:18]=3)[CH:14]=2)=[O:46])[CH:6]=1)([CH3:4])([CH3:2])[CH3:3], predict the reactants needed to synthesize it. The reactants are: [C:1]([C:5]1[O:9][N:8]=[C:7]([NH:10][C:11](=[O:46])[NH:12][C:13]2[CH:14]=[C:15]([CH:43]=[CH:44][CH:45]=2)[O:16][C:17]2[C:26]3[C:21](=[CH:22][C:23]([O:29][CH:30]4[CH2:35][CH2:34][N:33](C(OC(C)(C)C)=O)[CH2:32][CH2:31]4)=[C:24]([O:27][CH3:28])[CH:25]=3)[N:20]=[CH:19][N:18]=2)[CH:6]=1)([CH3:4])([CH3:3])[CH3:2].Cl.O1CCOCC1. (3) Given the product [CH2:1]([O:3][C:4]([C:6]1([C:9]2[CH:10]=[CH:11][C:12]([C:15]3[CH:20]=[CH:19][C:18]([C:21]4[O:25][N:24]=[C:23]([CH3:26])[C:22]=4[CH2:27][CH2:28][C:29](=[O:30])[NH:32][C:33]4[CH:38]=[CH:37][CH:36]=[CH:35][CH:34]=4)=[CH:17][CH:16]=3)=[CH:13][CH:14]=2)[CH2:7][CH2:8]1)=[O:5])[CH3:2], predict the reactants needed to synthesize it. The reactants are: [CH2:1]([O:3][C:4]([C:6]1([C:9]2[CH:14]=[CH:13][C:12]([C:15]3[CH:20]=[CH:19][C:18]([C:21]4[O:25][N:24]=[C:23]([CH3:26])[C:22]=4[CH2:27][CH2:28][C:29](O)=[O:30])=[CH:17][CH:16]=3)=[CH:11][CH:10]=2)[CH2:8][CH2:7]1)=[O:5])[CH3:2].[NH2:32][C:33]1[CH:38]=[CH:37][CH:36]=[CH:35][CH:34]=1. (4) Given the product [CH2:6]([O:13][NH:14][CH:15]1[CH2:20][NH:19][C@H:18]([C:21]#[N:22])[CH2:17][CH2:16]1)[C:7]1[CH:12]=[CH:11][CH:10]=[CH:9][CH:8]=1, predict the reactants needed to synthesize it. The reactants are: S(=O)(=O)(O)O.[CH2:6]([O:13][N:14]=[C:15]1[CH2:20][NH:19][C@H:18]([C:21]#[N:22])[CH2:17][CH2:16]1)[C:7]1[CH:12]=[CH:11][CH:10]=[CH:9][CH:8]=1.C(O[BH-](OC(=O)C)OC(=O)C)(=O)C.[Na+].C(=O)([O-])O.[K+].